This data is from Reaction yield outcomes from USPTO patents with 853,638 reactions. The task is: Predict the reaction yield, written as a fraction of the theoretical maximum amount of product (1.0 means a 100% yield; for example, 0.34 means a 34% yield). (1) The reactants are [NH2:1][C:2]1[CH:11]=[CH:10][C:9]([CH2:12][N:13]([CH2:25][C:26]2[CH:31]=[CH:30][C:29]([Cl:32])=[C:28]([Cl:33])[CH:27]=2)[S:14]([C:17]2[CH:22]=[CH:21][CH:20]=[CH:19][C:18]=2[O:23][CH3:24])(=[O:16])=[O:15])=[CH:8][C:3]=1[C:4]([O:6][CH3:7])=[O:5].Cl[C:35]([C:37]([O:39][CH3:40])=[O:38])=[O:36]. The catalyst is C(Cl)Cl.CN(C1C=CN=CC=1)C. The product is [CH3:40][O:39][C:37]([C:35](=[O:36])[NH:1][C:2]1[CH:11]=[CH:10][C:9]([CH2:12][N:13]([CH2:25][C:26]2[CH:31]=[CH:30][C:29]([Cl:32])=[C:28]([Cl:33])[CH:27]=2)[S:14]([C:17]2[CH:22]=[CH:21][CH:20]=[CH:19][C:18]=2[O:23][CH3:24])(=[O:16])=[O:15])=[CH:8][C:3]=1[C:4]([O:6][CH3:7])=[O:5])=[O:38]. The yield is 0.630. (2) The catalyst is C1COCC1.O. The reactants are C[O:2][C:3](=[O:38])[C@@H:4]([NH:14][C:15]([C:17]1[C:18]([CH3:37])=[N:19][C:20]([NH:24][CH2:25][CH2:26][CH2:27][C:28]2[CH:36]=[CH:35][CH:34]=[C:33]3[C:29]=2[CH:30]=[N:31][NH:32]3)=[N:21][C:22]=1[CH3:23])=[O:16])[CH2:5][NH:6][C:7]([C:9]1[S:10][CH:11]=[CH:12][CH:13]=1)=[O:8].O[Li].O. The yield is 0.980. The product is [NH:32]1[C:33]2[C:29](=[C:28]([CH2:27][CH2:26][CH2:25][NH:24][C:20]3[N:21]=[C:22]([CH3:23])[C:17]([C:15]([NH:14][C@@H:4]([CH2:5][NH:6][C:7]([C:9]4[S:10][CH:11]=[CH:12][CH:13]=4)=[O:8])[C:3]([OH:38])=[O:2])=[O:16])=[C:18]([CH3:37])[N:19]=3)[CH:36]=[CH:35][CH:34]=2)[CH:30]=[N:31]1. (3) The reactants are F[C:2]1[N:10]=[CH:9][CH:8]=[CH:7][C:3]=1[C:4]([OH:6])=O.[CH3:11][CH:12]([CH3:16])[CH2:13][CH2:14][OH:15].C[Si]([N-][Si](C)(C)C)(C)C.[K+].[CH3:27][O:28][C:29]1[CH:30]=[C:31]([CH2:37][CH2:38][NH:39][CH3:40])[CH:32]=[CH:33][C:34]=1[O:35][CH3:36].F[P-](F)(F)(F)(F)F.N1(OC(N(C)C)=[N+](C)C)C2N=CC=CC=2N=N1. The catalyst is CN(C)C=O. The product is [CH3:27][O:28][C:29]1[CH:30]=[C:31]([CH2:37][CH2:38][N:39]([CH3:40])[C:4](=[O:6])[C:3]2[CH:7]=[CH:8][CH:9]=[N:10][C:2]=2[O:15][CH2:14][CH2:13][CH:12]([CH3:16])[CH3:11])[CH:32]=[CH:33][C:34]=1[O:35][CH3:36]. The yield is 0.00650. (4) The reactants are C(O[CH:4](OCC)[CH2:5][NH:6][C:7](=[O:19])[C:8]1[CH:13]=[CH:12][CH:11]=[C:10]([O:14][CH3:15])[C:9]=1[N+:16]([O-:18])=[O:17])C. The catalyst is S(=O)(=O)(O)O. The product is [CH3:15][O:14][C:10]1[C:9]([N+:16]([O-:18])=[O:17])=[C:8]2[C:13]([CH:4]=[CH:5][NH:6][C:7]2=[O:19])=[CH:12][CH:11]=1. The yield is 0.920. (5) The reactants are Br[C:2]1[CH:3]=[C:4]([S:8]([NH:11][C:12]2[CH:21]=[CH:20][C:15]([C:16]([O:18][CH3:19])=[O:17])=[C:14]([OH:22])[CH:13]=2)(=[O:10])=[O:9])[S:5][C:6]=1[Cl:7].[CH3:23][O:24][C:25]1[C:30]([CH3:31])=[CH:29][C:28](B(O)O)=[CH:27][C:26]=1[CH3:35]. No catalyst specified. The product is [Cl:7][C:6]1[S:5][C:4]([S:8]([NH:11][C:12]2[CH:21]=[CH:20][C:15]([C:16]([O:18][CH3:19])=[O:17])=[C:14]([OH:22])[CH:13]=2)(=[O:10])=[O:9])=[CH:3][C:2]=1[C:28]1[CH:29]=[C:30]([CH3:31])[C:25]([O:24][CH3:23])=[C:26]([CH3:35])[CH:27]=1. The yield is 0.440. (6) The reactants are [N-:1]=[N+:2]=[N-:3].[Na+].Cl([O-])(=O)=O.[Na+].[CH3:10][O:11][C:12]1[CH:13]=[C:14]([C:20](=[O:28])[CH:21]=[CH:22][C:23]([O:25][CH2:26][CH3:27])=[O:24])[CH:15]=[CH:16][C:17]=1[O:18][CH3:19].N([O-])=O.[Na+].S(=O)(=O)(O)O. The catalyst is O.C(OCC)(=O)C.C(#N)C.CN(C)C=O. The product is [CH3:10][O:11][C:12]1[CH:13]=[C:14]([CH:15]=[CH:16][C:17]=1[O:18][CH3:19])[C:20]([C:21]1[N:1]=[N:2][NH:3][C:22]=1[C:23]([O:25][CH2:26][CH3:27])=[O:24])=[O:28]. The yield is 0.825. (7) The reactants are Cl.[NH2:2][C:3]1[C:12]2[N:13]=[C:14]([CH2:38][CH2:39][O:40][CH3:41])[N:15]([CH2:16][CH2:17][CH2:18][N:19]([CH2:24][C:25]3[CH:26]=[C:27]([CH:35]=[CH:36][CH:37]=3)[O:28][CH2:29][C:30]([O:32][CH2:33][CH3:34])=[O:31])[C:20](=[O:23])[CH2:21]Cl)[C:11]=2[C:10]2[CH:9]=[CH:8][CH:7]=[CH:6][C:5]=2[N:4]=1.[CH2:42]([NH:44][CH2:45][CH3:46])[CH3:43]. No catalyst specified. The product is [NH2:2][C:3]1[C:12]2[N:13]=[C:14]([CH2:38][CH2:39][O:40][CH3:41])[N:15]([CH2:16][CH2:17][CH2:18][N:19]([CH2:24][C:25]3[CH:26]=[C:27]([CH:35]=[CH:36][CH:37]=3)[O:28][CH2:29][C:30]([O:32][CH2:33][CH3:34])=[O:31])[C:20](=[O:23])[CH2:21][N:44]([CH2:45][CH3:46])[CH2:42][CH3:43])[C:11]=2[C:10]2[CH:9]=[CH:8][CH:7]=[CH:6][C:5]=2[N:4]=1. The yield is 0.920. (8) The reactants are [CH3:1][C:2]1([CH3:9])[C@@H:7]([OH:8])[C:5](=[O:6])[O:4][CH2:3]1.[H-].[Al+3].[Li+].[H-].[H-].[H-].[OH-].[Na+].[H][H]. The catalyst is O1CCCC1.O. The product is [CH3:1][C:2]([CH3:9])([CH2:3][OH:4])[C@@H:7]([OH:8])[CH2:5][OH:6]. The yield is 0.820. (9) The catalyst is ClCCl. The yield is 0.660. The product is [CH3:17][C:16]1([CH3:18])[CH2:15][C:9]2[C:8](=[CH:13][CH:12]=[C:11]([F:14])[CH:10]=2)[NH:7]1. The reactants are C(OC(=O)[NH:7][C:8]1[CH:13]=[CH:12][C:11]([F:14])=[CH:10][C:9]=1[CH2:15][C:16]([CH3:18])=[CH2:17])(C)(C)C.C1(OC)C=CC=CC=1.FC(F)(F)C(O)=O.CS(O)(=O)=O. (10) The reactants are [F:1][C:2]1[CH:7]=[C:6]([S:8]([CH3:11])(=[O:10])=[O:9])[CH:5]=[CH:4][C:3]=1[C:12]1[N:17]=[CH:16][C:15]([O:18][CH2:19][CH:20]2[CH2:25][CH2:24][N:23]([C:26](=[O:31])[C:27](OC)=[O:28])[CH2:22][CH2:21]2)=[CH:14][CH:13]=1.[C:32]([Mg]Cl)([CH3:35])([CH3:34])[CH3:33]. The catalyst is C1COCC1. The product is [F:1][C:2]1[CH:7]=[C:6]([S:8]([CH3:11])(=[O:10])=[O:9])[CH:5]=[CH:4][C:3]=1[C:12]1[N:17]=[CH:16][C:15]([O:18][CH2:19][CH:20]2[CH2:25][CH2:24][N:23]([C:26](=[O:31])[C:27](=[O:28])[C:32]([CH3:35])([CH3:34])[CH3:33])[CH2:22][CH2:21]2)=[CH:14][CH:13]=1. The yield is 0.500.